Task: Predict the product of the given reaction.. Dataset: Forward reaction prediction with 1.9M reactions from USPTO patents (1976-2016) (1) The product is: [Cl:7][C:5]1[N:6]=[C:2]([C:24]#[N:25])[N:3]([C:17]2[CH:22]=[CH:21][C:20]([Cl:23])=[CH:19][CH:18]=2)[C:4]=1[C:8]1[C:13]([F:14])=[CH:12][CH:11]=[C:10]([F:15])[C:9]=1[F:16]. Given the reactants Br[C:2]1[N:3]([C:17]2[CH:22]=[CH:21][C:20]([Cl:23])=[CH:19][CH:18]=2)[C:4]([C:8]2[C:13]([F:14])=[CH:12][CH:11]=[C:10]([F:15])[C:9]=2[F:16])=[C:5]([Cl:7])[N:6]=1.[CH3:24][N:25](C)CCN(C)C, predict the reaction product. (2) Given the reactants C[NH:2][CH2:3][C:4]1[S:8][C:7]2[CH:9]=[CH:10][CH:11]=[CH:12][C:6]=2[C:5]=1[CH3:13].CNCC1C=CC2C(=CC=CC=2)C=1CCC.[ClH:30].[N:31]1([CH2:37][CH2:38][CH2:39][N:40]2[CH2:45][C:44]3[CH:46]=[C:47](/[CH:50]=[CH:51]/[C:52](O)=[O:53])[CH:48]=[N:49][C:43]=3[NH:42][C:41]2=[O:55])[CH2:36][CH2:35][O:34][CH2:33][CH2:32]1.Cl.CN1CC2C=C(/C=C/C(O)=O)C=NC=2NC(=O)C1, predict the reaction product. The product is: [ClH:30].[CH3:13][C:5]1[C:6]2[CH:12]=[CH:11][CH:10]=[CH:9][C:7]=2[S:8][C:4]=1[CH2:3][NH:2][C:52](=[O:53])/[CH:51]=[CH:50]/[C:47]1[CH:48]=[N:49][C:43]2[NH:42][C:41](=[O:55])[N:40]([CH2:39][CH2:38][CH2:37][N:31]3[CH2:32][CH2:33][O:34][CH2:35][CH2:36]3)[CH2:45][C:44]=2[CH:46]=1. (3) The product is: [Cl:1][C:2]1[CH:10]=[CH:9][C:8]([C:11]2[C:16]([C@@H:17]([NH:27][C:28](=[O:45])[CH2:29][N:30]3[C:34]4[C:35]([F:39])([F:40])[C@@H:36]5[CH2:38][C@@H:37]5[C:33]=4[C:32]([C:41]([F:42])([F:43])[F:44])=[N:31]3)[CH2:18][C:19]3[CH:24]=[C:23]([F:25])[CH:22]=[C:21]([F:26])[CH:20]=3)=[N:15][C:14]([C:68]#[C:67][C:69]3([OH:81])[CH2:73][CH2:72][NH:71][CH2:70]3)=[CH:13][CH:12]=2)=[C:7]2[C:3]=1[C:4]([NH:62][S:63]([CH3:66])(=[O:64])=[O:65])=[N:5][N:6]2[CH3:61]. Given the reactants [Cl:1][C:2]1[CH:10]=[CH:9][C:8]([C:11]2[CH:12]=[CH:13][C:14](C#CC3OCCN(C(OC(C)(C)C)=O)C3)=[N:15][C:16]=2[C@@H:17]([NH:27][C:28](=[O:45])[CH2:29][N:30]2[C:34]3[C:35]([F:40])([F:39])[C@@H:36]4[CH2:38][C@@H:37]4[C:33]=3[C:32]([C:41]([F:44])([F:43])[F:42])=[N:31]2)[CH2:18][C:19]2[CH:24]=[C:23]([F:25])[CH:22]=[C:21]([F:26])[CH:20]=2)=[C:7]2[C:3]=1[C:4]([NH:62][S:63]([CH3:66])(=[O:65])=[O:64])=[N:5][N:6]2[CH3:61].[C:67]([C:69]1([OH:81])[CH2:73][CH2:72][N:71](C(OC(C)(C)C)=O)[CH2:70]1)#[CH:68], predict the reaction product. (4) Given the reactants [CH3:1][O:2][CH2:3][C@H:4]([CH3:39])[O:5][C:6]1[CH:7]=[C:8]([C:23]2[NH:27][C:26]([C:28]3[CH:38]=[CH:37][C:31]([C:32]([O:34]CC)=[O:33])=[CH:30][N:29]=3)=[CH:25][CH:24]=2)[CH:9]=[C:10]([O:12][C:13]2[CH:18]=[CH:17][C:16]([S:19]([CH3:22])(=[O:21])=[O:20])=[CH:15][CH:14]=2)[CH:11]=1.[OH-].[Na+].Cl.C(OCC)(=O)C, predict the reaction product. The product is: [CH3:1][O:2][CH2:3][C@H:4]([CH3:39])[O:5][C:6]1[CH:7]=[C:8]([C:23]2[NH:27][C:26]([C:28]3[CH:38]=[CH:37][C:31]([C:32]([OH:34])=[O:33])=[CH:30][N:29]=3)=[CH:25][CH:24]=2)[CH:9]=[C:10]([O:12][C:13]2[CH:14]=[CH:15][C:16]([S:19]([CH3:22])(=[O:20])=[O:21])=[CH:17][CH:18]=2)[CH:11]=1. (5) Given the reactants [CH2:1]([C:3]1[C:8]([OH:9])=[CH:7][C:6]([OH:10])=[C:5]([C:11](=[O:29])[C:12]2[CH:17]=[CH:16][C:15]([O:18][CH2:19][CH2:20][N:21]3[CH2:26][CH2:25][O:24][CH2:23][CH2:22]3)=[C:14]([O:27][CH3:28])[CH:13]=2)[C:4]=1[CH2:30][C:31]([N:33]([CH2:38][CH2:39][O:40][CH3:41])[CH2:34][CH2:35][O:36][CH3:37])=[O:32])[CH3:2].[ClH:42], predict the reaction product. The product is: [ClH:42].[CH2:1]([C:3]1[C:8]([OH:9])=[CH:7][C:6]([OH:10])=[C:5]([C:11](=[O:29])[C:12]2[CH:17]=[CH:16][C:15]([O:18][CH2:19][CH2:20][N:21]3[CH2:26][CH2:25][O:24][CH2:23][CH2:22]3)=[C:14]([O:27][CH3:28])[CH:13]=2)[C:4]=1[CH2:30][C:31]([N:33]([CH2:34][CH2:35][O:36][CH3:37])[CH2:38][CH2:39][O:40][CH3:41])=[O:32])[CH3:2]. (6) Given the reactants [F:1][C:2]1[CH:7]=[C:6]([NH2:8])[CH:5]=[CH:4][C:3]=1[NH:9][C:10]1[CH:15]=[CH:14][N:13]=[C:12]2[N:16](COCC[Si](C)(C)C)[CH:17]=[CH:18][C:11]=12.Cl[C:28]1[CH:33]=[C:32]([C:34]2[CH:39]=[CH:38][N:37]=[CH:36][CH:35]=2)[N:31]=[C:30]([NH2:40])[N:29]=1.Cl.[OH-].[Na+], predict the reaction product. The product is: [F:1][C:2]1[CH:7]=[C:6]([NH:8][C:28]2[CH:33]=[C:32]([C:34]3[CH:39]=[CH:38][N:37]=[CH:36][CH:35]=3)[N:31]=[C:30]([NH2:40])[N:29]=2)[CH:5]=[CH:4][C:3]=1[NH:9][C:10]1[CH:15]=[CH:14][N:13]=[C:12]2[NH:16][CH:17]=[CH:18][C:11]=12. (7) Given the reactants [CH3:1][C:2]1[C:6]([C:7]2[CH:16]=[C:15]3[C:10]([C:11]([NH:20][CH2:21][C:22]4[S:26][C:25]([CH3:27])=[N:24][C:23]=4[CH3:28])=[C:12]([N+:17]([O-])=O)[CH:13]=[N:14]3)=[CH:9][C:8]=2[O:29][CH3:30])=[C:5]([CH3:31])[O:4][N:3]=1.Cl.O.O.[Sn](Cl)Cl.[OH-].[Na+], predict the reaction product. The product is: [CH3:1][C:2]1[C:6]([C:7]2[CH:16]=[C:15]3[C:10]([C:11]([NH:20][CH2:21][C:22]4[S:26][C:25]([CH3:27])=[N:24][C:23]=4[CH3:28])=[C:12]([NH2:17])[CH:13]=[N:14]3)=[CH:9][C:8]=2[O:29][CH3:30])=[C:5]([CH3:31])[O:4][N:3]=1. (8) Given the reactants [CH2:1]([O:3][C:4](=[O:14])[CH:5]=[CH:6][C:7]1[CH:12]=[CH:11][CH:10]=[C:9]([NH2:13])[CH:8]=1)[CH3:2].[Br:15][C:16]1[N:21]=[C:20]([C:22](O)=[O:23])[CH:19]=[CH:18][CH:17]=1, predict the reaction product. The product is: [CH2:1]([O:3][C:4](=[O:14])[CH:5]=[CH:6][C:7]1[CH:12]=[CH:11][CH:10]=[C:9]([NH:13][C:22]([C:20]2[CH:19]=[CH:18][CH:17]=[C:16]([Br:15])[N:21]=2)=[O:23])[CH:8]=1)[CH3:2]. (9) Given the reactants [Br:1][C:2]1[CH:3]=[N:4][N:5]([CH3:7])[CH:6]=1.[O:8]1[C:12]2([CH2:17][CH2:16][C:15](=[O:18])[CH2:14][CH2:13]2)[O:11][CH2:10][CH2:9]1, predict the reaction product. The product is: [Br:1][C:2]1[C:3]([C:15]2([OH:18])[CH2:16][CH2:17][C:12]3([O:11][CH2:10][CH2:9][O:8]3)[CH2:13][CH2:14]2)=[N:4][N:5]([CH3:7])[CH:6]=1.